Dataset: NCI-60 drug combinations with 297,098 pairs across 59 cell lines. Task: Regression. Given two drug SMILES strings and cell line genomic features, predict the synergy score measuring deviation from expected non-interaction effect. (1) Drug 1: CCC(=C(C1=CC=CC=C1)C2=CC=C(C=C2)OCCN(C)C)C3=CC=CC=C3.C(C(=O)O)C(CC(=O)O)(C(=O)O)O. Drug 2: CCN(CC)CCNC(=O)C1=C(NC(=C1C)C=C2C3=C(C=CC(=C3)F)NC2=O)C. Cell line: HS 578T. Synergy scores: CSS=2.17, Synergy_ZIP=-0.549, Synergy_Bliss=2.12, Synergy_Loewe=-3.97, Synergy_HSA=-0.728. (2) Drug 1: CN(CCCl)CCCl.Cl. Drug 2: CC1CCCC2(C(O2)CC(NC(=O)CC(C(C(=O)C(C1O)C)(C)C)O)C(=CC3=CSC(=N3)C)C)C. Cell line: CAKI-1. Synergy scores: CSS=27.5, Synergy_ZIP=-7.23, Synergy_Bliss=-8.09, Synergy_Loewe=-8.63, Synergy_HSA=-2.22.